This data is from NCI-60 drug combinations with 297,098 pairs across 59 cell lines. The task is: Regression. Given two drug SMILES strings and cell line genomic features, predict the synergy score measuring deviation from expected non-interaction effect. (1) Drug 1: C1=NC2=C(N=C(N=C2N1C3C(C(C(O3)CO)O)O)F)N. Drug 2: CC(C)(C#N)C1=CC(=CC(=C1)CN2C=NC=N2)C(C)(C)C#N. Cell line: SK-MEL-28. Synergy scores: CSS=6.68, Synergy_ZIP=-3.76, Synergy_Bliss=0.486, Synergy_Loewe=-0.229, Synergy_HSA=-0.239. (2) Drug 1: C1=CC(=CC=C1CCC2=CNC3=C2C(=O)NC(=N3)N)C(=O)NC(CCC(=O)O)C(=O)O. Drug 2: C1CCC(CC1)NC(=O)N(CCCl)N=O. Cell line: SN12C. Synergy scores: CSS=18.2, Synergy_ZIP=-11.8, Synergy_Bliss=-11.0, Synergy_Loewe=-12.6, Synergy_HSA=-7.09. (3) Drug 1: C1=CC(=CC=C1CCCC(=O)O)N(CCCl)CCCl. Drug 2: C1C(C(OC1N2C=NC3=C2NC=NCC3O)CO)O. Cell line: SNB-19. Synergy scores: CSS=-0.439, Synergy_ZIP=-6.49, Synergy_Bliss=-6.63, Synergy_Loewe=-11.0, Synergy_HSA=-6.62. (4) Drug 1: COC1=NC(=NC2=C1N=CN2C3C(C(C(O3)CO)O)O)N. Drug 2: CC1=C(N=C(N=C1N)C(CC(=O)N)NCC(C(=O)N)N)C(=O)NC(C(C2=CN=CN2)OC3C(C(C(C(O3)CO)O)O)OC4C(C(C(C(O4)CO)O)OC(=O)N)O)C(=O)NC(C)C(C(C)C(=O)NC(C(C)O)C(=O)NCCC5=NC(=CS5)C6=NC(=CS6)C(=O)NCCC[S+](C)C)O. Cell line: A498. Synergy scores: CSS=9.16, Synergy_ZIP=-1.93, Synergy_Bliss=-0.132, Synergy_Loewe=-16.8, Synergy_HSA=-3.42. (5) Drug 1: C1=C(C(=O)NC(=O)N1)N(CCCl)CCCl. Drug 2: CC1CCCC2(C(O2)CC(NC(=O)CC(C(C(=O)C(C1O)C)(C)C)O)C(=CC3=CSC(=N3)C)C)C. Cell line: HOP-62. Synergy scores: CSS=41.3, Synergy_ZIP=-0.241, Synergy_Bliss=-0.848, Synergy_Loewe=-2.93, Synergy_HSA=-1.95.